From a dataset of Reaction yield outcomes from USPTO patents with 853,638 reactions. Predict the reaction yield, written as a fraction of the theoretical maximum amount of product (1.0 means a 100% yield; for example, 0.34 means a 34% yield). (1) The reactants are Cl[CH2:2][C:3]([N:5]([CH2:8][CH3:9])[CH2:6][CH3:7])=[O:4].[OH:10][C:11]1[CH:12]=[C:13]2[C:18](=[CH:19][C:20]=1[O:21][CH3:22])[N:17]=[CH:16][N:15]=[C:14]2[NH:23][C:24]1[CH:29]=[C:28]([NH:30][C:31]([C:33]2[CH:38]=[CH:37][N:36]=[C:35]([N:39]3[CH2:44][CH2:43][O:42][CH2:41][CH2:40]3)[CH:34]=2)=[O:32])[CH:27]=[CH:26][C:25]=1[CH3:45].C(=O)([O-])[O-].[Cs+].[Cs+]. The catalyst is CC(N(C)C)=O. The product is [CH2:6]([N:5]([CH2:8][CH3:9])[C:3]([CH2:2][O:10][C:11]1[CH:12]=[C:13]2[C:18](=[CH:19][C:20]=1[O:21][CH3:22])[N:17]=[CH:16][N:15]=[C:14]2[NH:23][C:24]1[CH:29]=[C:28]([NH:30][C:31]([C:33]2[CH:38]=[CH:37][N:36]=[C:35]([N:39]3[CH2:40][CH2:41][O:42][CH2:43][CH2:44]3)[CH:34]=2)=[O:32])[CH:27]=[CH:26][C:25]=1[CH3:45])=[O:4])[CH3:7]. The yield is 0.200. (2) The reactants are Cl.[F:2][C:3]1[CH:8]=[CH:7][CH:6]=[CH:5][C:4]=1[C:9]1[CH:10]=[N:11][NH:12][CH:13]=1.CCN(C(C)C)C(C)C.Cl[C:24](Cl)([O:26]C(=O)OC(Cl)(Cl)Cl)Cl.Cl.[NH2:36][CH2:37][C:38]([N:40]1[CH2:45][CH2:44][N:43]([C:46](=[O:58])[C:47]2[CH:52]=[C:51]([F:53])[CH:50]=[CH:49][C:48]=2[C:54]([F:57])([F:56])[F:55])[CH2:42][CH2:41]1)=[O:39]. The catalyst is C(Cl)Cl.O. The product is [F:53][C:51]1[CH:50]=[CH:49][C:48]([C:54]([F:55])([F:57])[F:56])=[C:47]([CH:52]=1)[C:46]([N:43]1[CH2:42][CH2:41][N:40]([C:38](=[O:39])[CH2:37][NH:36][C:24]([N:12]2[CH:13]=[C:9]([C:4]3[CH:5]=[CH:6][CH:7]=[CH:8][C:3]=3[F:2])[CH:10]=[N:11]2)=[O:26])[CH2:45][CH2:44]1)=[O:58]. The yield is 0.450. (3) The reactants are [S:1]1[CH:5]=[CH:4][CH:3]=[C:2]1[C:6]1[CH:10]=[C:9]([CH:11](C)[CH2:12][CH:13]=O)[O:8][N:7]=1.[C:16]1([CH:22]([C:29]2[CH:34]=[CH:33][CH:32]=[CH:31][CH:30]=2)[N:23]2[CH2:28][CH2:27][NH:26][CH2:25][CH2:24]2)[CH:21]=[CH:20][CH:19]=[CH:18][CH:17]=1.[BH-](OC(C)=O)(OC(C)=O)O[C:37](C)=O.[Na+].C(O)(=O)C. The catalyst is C(Cl)Cl. The product is [C:29]1([CH:22]([C:16]2[CH:17]=[CH:18][CH:19]=[CH:20][CH:21]=2)[N:23]2[CH2:24][CH2:25][N:26]([CH2:37][CH2:13][CH2:12][CH2:11][C:9]3[O:8][N:7]=[C:6]([C:2]4[S:1][CH:5]=[CH:4][CH:3]=4)[CH:10]=3)[CH2:27][CH2:28]2)[CH:34]=[CH:33][CH:32]=[CH:31][CH:30]=1. The yield is 0.191. (4) The reactants are [Cl:1][C:2]1[CH:28]=[CH:27][C:5]([C:6]([C:8]2[CH:13]=[CH:12][C:11]([NH:14][C:15]([C:17](=[CH:23][O:24]CC)[C:18]([O:20][CH2:21][CH3:22])=[O:19])=O)=[CH:10][CH:9]=2)=[O:7])=[CH:4][CH:3]=1. The catalyst is C(OCC)C. The product is [Cl:1][C:2]1[CH:3]=[CH:4][C:5]([C:6]([C:8]2[CH:9]=[C:10]3[C:11](=[CH:12][CH:13]=2)[N:14]=[CH:15][C:17]([C:18]([O:20][CH2:21][CH3:22])=[O:19])=[C:23]3[OH:24])=[O:7])=[CH:27][CH:28]=1. The yield is 0.395. (5) The reactants are [Cl:1][C:2]1[CH:7]=[CH:6][C:5]([C:8]2[N:17]=[C:16]([C:18]([O:20][CH3:21])=[O:19])[C:15]3[N:14](CC4C=CC=CC=4)[CH2:13][CH2:12][N:11]([CH2:29][C:30]4[CH:35]=[CH:34][CH:33]=[CH:32][CH:31]=4)[C:10]=3[N:9]=2)=[C:4]([F:36])[C:3]=1[O:37][CH3:38].[H][H]. The catalyst is Cl.O.CO.[Pd]. The product is [CH2:29]([N:11]1[C:10]2[N:9]=[C:8]([C:5]3[CH:6]=[CH:7][C:2]([Cl:1])=[C:3]([O:37][CH3:38])[C:4]=3[F:36])[N:17]=[C:16]([C:18]([O:20][CH3:21])=[O:19])[C:15]=2[NH:14][CH2:13][CH2:12]1)[C:30]1[CH:31]=[CH:32][CH:33]=[CH:34][CH:35]=1. The yield is 0.190. (6) The reactants are [F:1][C:2]([F:7])([F:6])[C:3]([OH:5])=[O:4].[CH2:8]([S:10]([N:13]1[CH2:18][CH2:17][CH:16]([C:19]2[C:27]3[C:22](=[C:23]([C:43]([NH2:45])=[O:44])[CH:24]=[C:25]([C:28]4[CH:33]=[C:32]([CH2:34][NH:35][CH2:36][C@@H:37]5CCCO5)[CH:31]=[C:30]([F:42])[CH:29]=4)[CH:26]=3)[NH:21][CH:20]=2)[CH2:15][CH2:14]1)(=[O:12])=[O:11])[CH3:9].O1[CH2:50][CH2:49][CH2:48][C@H]1CN. No catalyst specified. The product is [F:1][C:2]([F:7])([F:6])[C:3]([OH:5])=[O:4].[CH2:8]([S:10]([N:13]1[CH2:14][CH2:15][CH:16]([C:19]2[C:27]3[C:22](=[C:23]([C:43]([NH2:45])=[O:44])[CH:24]=[C:25]([C:28]4[CH:33]=[C:32]([CH2:34][NH:35][C@@H:36]([CH3:37])[C:49]([CH3:48])([CH3:50])[CH3:2])[CH:31]=[C:30]([F:42])[CH:29]=4)[CH:26]=3)[NH:21][CH:20]=2)[CH2:17][CH2:18]1)(=[O:11])=[O:12])[CH3:9]. The yield is 0.347. (7) The reactants are Cl.[F:2][CH:3]([F:38])[C:4]1[N:9]=[CH:8][C:7]([CH2:10][NH:11]C(=O)OC(C)(C)C)=[CH:6][C:5]=1[C:19](=[O:37])[NH:20][C:21]1[NH:22][C:23]([C:27]2[CH:32]=[CH:31][C:30]([C:33]([F:36])([F:35])[F:34])=[CH:29][CH:28]=2)=[C:24]([CH3:26])[N:25]=1. The catalyst is O. The product is [NH2:11][CH2:10][C:7]1[CH:6]=[C:5]([C:19]([NH:20][C:21]2[NH:22][C:23]([C:27]3[CH:32]=[CH:31][C:30]([C:33]([F:36])([F:35])[F:34])=[CH:29][CH:28]=3)=[C:24]([CH3:26])[N:25]=2)=[O:37])[C:4]([CH:3]([F:38])[F:2])=[N:9][CH:8]=1. The yield is 0.570. (8) The reactants are [OH:1][C@@:2]1([C:9]#[C:10][C:11]2[CH:12]=[C:13]([C:17]3[S:18][CH:19]=[C:20]([C:22](OCC)=[O:23])[N:21]=3)[CH:14]=[CH:15][CH:16]=2)[CH2:6][CH2:5][N:4]([CH3:7])[C:3]1=[O:8].[NH3:27]. The catalyst is CO. The product is [OH:1][C@@:2]1([C:9]#[C:10][C:11]2[CH:12]=[C:13]([C:17]3[S:18][CH:19]=[C:20]([C:22]([NH2:27])=[O:23])[N:21]=3)[CH:14]=[CH:15][CH:16]=2)[CH2:6][CH2:5][N:4]([CH3:7])[C:3]1=[O:8]. The yield is 0.410. (9) The reactants are [C:1]([O:4][CH2:5][C:6](=O)[CH2:7][O:8][C:9](=[O:11])[CH3:10])(=[O:3])[CH3:2].[NH2:13][CH2:14][C:15]([O:17][C:18]([CH3:21])([CH3:20])[CH3:19])=[O:16].C(O[BH-](OC(=O)C)OC(=O)C)(=O)C.[Na+]. No catalyst specified. The product is [C:9]([O:8][CH2:7][CH:6]([NH:13][CH2:14][C:15]([O:17][C:18]([CH3:21])([CH3:20])[CH3:19])=[O:16])[CH2:5][O:4][C:1](=[O:3])[CH3:2])(=[O:11])[CH3:10]. The yield is 0.380.